This data is from Full USPTO retrosynthesis dataset with 1.9M reactions from patents (1976-2016). The task is: Predict the reactants needed to synthesize the given product. Given the product [O:1]1[C:5]2[CH:6]=[CH:7][CH:8]=[CH:9][C:4]=2[CH2:3][CH:2]1[C:10]([OH:12])=[O:11], predict the reactants needed to synthesize it. The reactants are: [O:1]1[C:5]2[CH:6]=[CH:7][CH:8]=[CH:9][C:4]=2[CH:3]=[C:2]1[C:10]([OH:12])=[O:11].